Dataset: Forward reaction prediction with 1.9M reactions from USPTO patents (1976-2016). Task: Predict the product of the given reaction. (1) Given the reactants Cl[C:2]1[N:12]=[C:11]([NH:13][C:14]2[CH:19]=[CH:18][C:17]([N:20]3[CH2:25][CH2:24][N:23]([C:26]([O:28][C:29]([CH3:32])([CH3:31])[CH3:30])=[O:27])[CH2:22][CH2:21]3)=[CH:16][C:15]=2[O:33][CH3:34])[C:5]2[C:6](=[O:10])[NH:7][N:8]=[CH:9][C:4]=2[CH:3]=1.[Cl:35][C:36]1[C:41]([Cl:42])=[C:40]([F:43])[CH:39]=[CH:38][C:37]=1[NH2:44].CC([O-])(C)C.[K+], predict the reaction product. The product is: [Cl:35][C:36]1[C:41]([Cl:42])=[C:40]([F:43])[CH:39]=[CH:38][C:37]=1[NH:44][C:2]1[N:12]=[C:11]([NH:13][C:14]2[CH:19]=[CH:18][C:17]([N:20]3[CH2:25][CH2:24][N:23]([C:26]([O:28][C:29]([CH3:32])([CH3:31])[CH3:30])=[O:27])[CH2:22][CH2:21]3)=[CH:16][C:15]=2[O:33][CH3:34])[C:5]2[C:6](=[O:10])[NH:7][N:8]=[CH:9][C:4]=2[CH:3]=1. (2) Given the reactants [Cl:1][C:2]1[CH:20]=[CH:19][C:18]([Cl:21])=[CH:17][C:3]=1[CH2:4][N:5]1[CH2:10][CH2:9][N:8]([CH3:11])[C:7]2[N:12]=[CH:13][C:14](I)=[CH:15][C:6]1=2.[CH3:22][N:23]1[CH2:28][CH2:27][N:26]([C:29]2[CH:34]=[CH:33][C:32](B3OC(C)(C)C(C)(C)O3)=[CH:31][N:30]=2)[CH2:25][CH2:24]1, predict the reaction product. The product is: [Cl:1][C:2]1[CH:20]=[CH:19][C:18]([Cl:21])=[CH:17][C:3]=1[CH2:4][N:5]1[CH2:10][CH2:9][N:8]([CH3:11])[C:7]2[N:12]=[CH:13][C:14]([C:32]3[CH:31]=[N:30][C:29]([N:26]4[CH2:25][CH2:24][N:23]([CH3:22])[CH2:28][CH2:27]4)=[CH:34][CH:33]=3)=[CH:15][C:6]1=2.